Dataset: Reaction yield outcomes from USPTO patents with 853,638 reactions. Task: Predict the reaction yield, written as a fraction of the theoretical maximum amount of product (1.0 means a 100% yield; for example, 0.34 means a 34% yield). The reactants are C1([C@H](NCCN[C@@H](C2C=CC=CC=2)C)C)C=CC=CC=1.C(O)CO.C([Zn]CC)C.C[O:31][C:32](=[O:55])[C:33]1[CH:38]=[C:37]([CH3:39])[C:36]([C:40](=[O:53])[C:41]2[CH:46]=[C:45]([N:47]3[CH:51]=[CH:50][N:49]=[CH:48]3)[CH:44]=[CH:43][C:42]=2[CH3:52])=[C:35]([CH3:54])[CH:34]=1.C[SiH](O)C.C[Si](C)(C)C.C[Si](O)(C)C.[OH-].[Na+]. The catalyst is O1CCCC1.C(O)C. The product is [OH:53][C@@H:40]([C:41]1[CH:46]=[C:45]([N:47]2[CH:51]=[CH:50][N:49]=[CH:48]2)[CH:44]=[CH:43][C:42]=1[CH3:52])[C:36]1[C:35]([CH3:54])=[CH:34][C:33]([C:32]([OH:55])=[O:31])=[CH:38][C:37]=1[CH3:39]. The yield is 0.700.